From a dataset of Full USPTO retrosynthesis dataset with 1.9M reactions from patents (1976-2016). Predict the reactants needed to synthesize the given product. (1) Given the product [CH3:1][O:2][C:3]1[CH:4]=[C:5]([CH2:11][C:12]([N:23]2[CH2:22][CH2:21][NH:20][C@@H:19]([CH2:15][CH:16]([CH3:18])[CH3:17])[CH2:24]2)=[O:13])[CH:6]=[CH:7][C:8]=1[O:9][CH3:10], predict the reactants needed to synthesize it. The reactants are: [CH3:1][O:2][C:3]1[CH:4]=[C:5]([CH2:11][C:12](Cl)=[O:13])[CH:6]=[CH:7][C:8]=1[O:9][CH3:10].[CH2:15]([C@H:19]1[CH2:24][NH:23][CH2:22][CH2:21][NH:20]1)[CH:16]([CH3:18])[CH3:17]. (2) Given the product [Br:1][C:24]1[C:19]([O:18][CH3:17])=[CH:20][C:21]([N:25]2[CH2:30][CH2:29][N:28]([C:31]([O:33][C:34]([CH3:37])([CH3:36])[CH3:35])=[O:32])[CH2:27][C@@H:26]2[CH3:38])=[N:22][CH:23]=1, predict the reactants needed to synthesize it. The reactants are: [Br:1]C1C=C(OC)C(N2CCN(C)CC2)=NC=1.[CH3:17][O:18][C:19]1[CH:24]=[CH:23][N:22]=[C:21]([N:25]2[CH2:30][CH2:29][N:28]([C:31]([O:33][C:34]([CH3:37])([CH3:36])[CH3:35])=[O:32])[CH2:27][C@@H:26]2[CH3:38])[CH:20]=1. (3) The reactants are: [Br:1][C:2]1[N:3]=[C:4]([NH:9][CH2:10][C:11]2[C:16]([F:17])=[CH:15][CH:14]=[C:13]([F:18])[C:12]=2[Cl:19])[C:5]([NH2:8])=[N:6][CH:7]=1.C(N(C(C)C)CC)C.[C:28]([O:32][CH2:33][CH3:34])(=[O:31])[CH:29]=[O:30].O. Given the product [Br:1][C:2]1[N:3]=[C:4]([NH:9][CH2:10][C:11]2[C:16]([F:17])=[CH:15][CH:14]=[C:13]([F:18])[C:12]=2[Cl:19])[C:5]([NH:8][C:29](=[O:30])[C:28]([O:32][CH2:33][CH3:34])=[O:31])=[N:6][CH:7]=1, predict the reactants needed to synthesize it. (4) The reactants are: Cl[C:2]1[C:11]2[C:6](=[CH:7][CH:8]=[C:9]([C:12]#[N:13])[CH:10]=2)[N:5]=[CH:4][N:3]=1.[CH2:14]([NH2:21])[C:15]1[CH:20]=[CH:19][CH:18]=[CH:17][CH:16]=1.C(N(CC)CC)C.C([O-])(O)=O.[Na+]. Given the product [CH2:14]([NH:21][C:2]1[C:11]2[C:6](=[CH:7][CH:8]=[C:9]([C:12]#[N:13])[CH:10]=2)[N:5]=[CH:4][N:3]=1)[C:15]1[CH:20]=[CH:19][CH:18]=[CH:17][CH:16]=1, predict the reactants needed to synthesize it. (5) Given the product [CH2:7]([O:15][CH2:16][CH2:17][OH:18])[CH2:8][C:9]1[CH:14]=[CH:13][CH:12]=[CH:11][CH:10]=1, predict the reactants needed to synthesize it. The reactants are: [H-].[H-].[H-].[H-].[Li+].[Al+3].[CH2:7]([O:15][CH2:16][C:17](O)=[O:18])[CH2:8][C:9]1[CH:14]=[CH:13][CH:12]=[CH:11][CH:10]=1.O.[OH-].[K+].